Predict the reaction yield, written as a fraction of the theoretical maximum amount of product (1.0 means a 100% yield; for example, 0.34 means a 34% yield). From a dataset of Reaction yield outcomes from USPTO patents with 853,638 reactions. (1) The catalyst is C(Cl)(Cl)Cl.CN(C)C1C=CN=CC=1.ClCCl. The product is [Br:31][C:32]1[CH:37]=[CH:36][C:35]([CH2:39][CH3:40])=[C:34]([CH:3]2[C:2](=[O:11])[CH:1]3[CH2:7][CH2:6][CH:5]([CH2:8][CH2:9]3)[C:4]2=[O:10])[CH:33]=1. The reactants are [CH:1]12[CH2:9][CH2:8][CH:5]([CH2:6][CH2:7]1)[C:4](=[O:10])[CH2:3][C:2]2=[O:11].C1(C)C=CC=CC=1.C([O-])(=O)C.C([O-])(=O)C.C([O-])(=O)C.[Br:31][C:32]1[CH:33]=[CH:34][C:35]([CH2:39][CH3:40])=[C:36]([Pb+3])[CH:37]=1.Cl. The yield is 0.490. (2) The catalyst is C(#N)C.[Cu](Cl)Cl. The reactants are N(OCCC(C)C)=O.[F:9][C:10]1[C:15]2[N:16]=[C:17](N)[S:18][C:14]=2[CH:13]=[C:12]([F:20])[CH:11]=1.[ClH:21]. The yield is 0.990. The product is [Cl:21][C:17]1[S:18][C:14]2[CH:13]=[C:12]([F:20])[CH:11]=[C:10]([F:9])[C:15]=2[N:16]=1.